Dataset: Forward reaction prediction with 1.9M reactions from USPTO patents (1976-2016). Task: Predict the product of the given reaction. Given the reactants [N+:1]([C:4]1[CH:5]=[N:6][C:7]2[C:12]([C:13]=1[NH:14][CH2:15][C:16]1([OH:22])[CH2:21][CH2:20][CH2:19][CH2:18][CH2:17]1)=[N:11][CH:10]=[CH:9][CH:8]=2)([O-])=O, predict the reaction product. The product is: [NH2:1][C:4]1[CH:5]=[N:6][C:7]2[C:12]([C:13]=1[NH:14][CH2:15][C:16]1([OH:22])[CH2:21][CH2:20][CH2:19][CH2:18][CH2:17]1)=[N:11][CH:10]=[CH:9][CH:8]=2.